This data is from Full USPTO retrosynthesis dataset with 1.9M reactions from patents (1976-2016). The task is: Predict the reactants needed to synthesize the given product. Given the product [CH3:31][CH2:30][CH2:29][CH2:28][CH:27]([CH2:26][O:25][C:21]([CH:22]=[CH2:23])=[O:24])[CH2:32][CH3:33].[CH3:15][CH2:14][CH2:13][CH2:12][O:16][C:17]([CH:18]=[CH2:19])=[O:20], predict the reactants needed to synthesize it. The reactants are: C(OCCN(C)C)(=O)C(C)=C.[CH2:12]([O:16][C:17](=[O:20])[CH:18]=[CH2:19])[CH2:13][CH2:14][CH3:15].[C:21]([O:25][CH2:26][CH:27]([CH2:32][CH3:33])[CH2:28][CH2:29][CH2:30][CH3:31])(=[O:24])[CH:22]=[CH2:23].C(OCCO)(=O)C(C)=C.C1C=CC(C(N=C=O)N=C=O)=CC=1.